From a dataset of Peptide-MHC class II binding affinity with 134,281 pairs from IEDB. Regression. Given a peptide amino acid sequence and an MHC pseudo amino acid sequence, predict their binding affinity value. This is MHC class II binding data. (1) The peptide sequence is HGILTPSLCFVVPDG. The MHC is DRB1_0101 with pseudo-sequence DRB1_0101. The binding affinity (normalized) is 0.670. (2) The peptide sequence is NANPNANPNANP. The MHC is DRB1_0701 with pseudo-sequence DRB1_0701. The binding affinity (normalized) is 0.